From a dataset of Catalyst prediction with 721,799 reactions and 888 catalyst types from USPTO. Predict which catalyst facilitates the given reaction. (1) Reactant: [C:1]([C:4]1[CH:5]=[C:6]([CH:11]=[CH:12][C:13]=1[CH3:14])[C:7]([O:9][CH3:10])=[O:8])(=[O:3])[CH3:2].[Br:15]Br. Product: [Br:15][CH2:2][C:1]([C:4]1[CH:5]=[C:6]([CH:11]=[CH:12][C:13]=1[CH3:14])[C:7]([O:9][CH3:10])=[O:8])=[O:3]. The catalyst class is: 22. (2) Reactant: [NH2:1][C:2]1[C:15]2[C:6](=[CH:7][C:8]3[C:9]4[C:14]=2[C:13](=[O:16])[N:12]([CH2:17][CH2:18][N:19]([CH3:21])[CH3:20])[C:11](=[O:22])[C:10]=4[CH:23]=[CH:24][CH:25]=3)[CH:5]=[CH:4][CH:3]=1.[Cl:26][CH2:27][CH2:28][CH2:29][C:30](Cl)=[O:31].C(Cl)Cl.CO. Product: [Cl:26][CH2:27][CH2:28][CH2:29][C:30]([NH:1][C:2]1[C:15]2[C:6](=[CH:7][C:8]3[C:9]4[C:14]=2[C:13](=[O:16])[N:12]([CH2:17][CH2:18][N:19]([CH3:20])[CH3:21])[C:11](=[O:22])[C:10]=4[CH:23]=[CH:24][CH:25]=3)[CH:5]=[CH:4][CH:3]=1)=[O:31]. The catalyst class is: 10. (3) Reactant: [F:1][C:2]([F:20])([F:19])[C:3]1[CH:8]=[CH:7][C:6]([CH:9]2[CH2:14][NH:13][CH2:12][CH:11]([C:15]([O:17][CH3:18])=[O:16])[CH2:10]2)=[CH:5][CH:4]=1.C(N(CC)CC)C.[C:28](Cl)(=[O:39])[O:29][C:30]1[CH:35]=[CH:34][C:33]([N+:36]([O-:38])=[O:37])=[CH:32][CH:31]=1. Product: [F:20][C:2]([F:19])([F:1])[C:3]1[CH:8]=[CH:7][C:6]([CH:9]2[CH2:14][N:13]([C:28]([O:29][C:30]3[CH:31]=[CH:32][C:33]([N+:36]([O-:38])=[O:37])=[CH:34][CH:35]=3)=[O:39])[CH2:12][CH:11]([C:15]([O:17][CH3:18])=[O:16])[CH2:10]2)=[CH:5][CH:4]=1. The catalyst class is: 4. (4) Reactant: [NH2:1][C:2]1[CH:3]=[C:4]([O:16][CH3:17])[CH:5]=[C:6]2[C:10]=1[NH:9][C:8]([C:11]([O:13][CH2:14][CH3:15])=[O:12])=[CH:7]2.[S:18]1[CH:22]=[CH:21][CH:20]=[C:19]1[S:23](Cl)(=[O:25])=[O:24]. Product: [CH3:17][O:16][C:4]1[CH:5]=[C:6]2[C:10](=[C:2]([NH:1][S:23]([C:19]3[S:18][CH:22]=[CH:21][CH:20]=3)(=[O:25])=[O:24])[CH:3]=1)[NH:9][C:8]([C:11]([O:13][CH2:14][CH3:15])=[O:12])=[CH:7]2. The catalyst class is: 17. (5) Reactant: [CH2:1]([O:3][C:4](=[O:25])[CH2:5][CH:6]1[O:10][B:9]([OH:11])[C:8]2[CH:12]=[C:13]([O:17][C:18]3[CH:23]=[CH:22][N:21]=[C:20](Cl)[N:19]=3)[CH:14]=[C:15]([CH3:16])[C:7]1=2)[CH3:2].C([O-])([O-])=O.[K+].[K+]. Product: [CH2:1]([O:3][C:4](=[O:25])[CH2:5][CH:6]1[O:10][B:9]([OH:11])[C:8]2[CH:12]=[C:13]([O:17][C:18]3[CH:23]=[CH:22][N:21]=[CH:20][N:19]=3)[CH:14]=[C:15]([CH3:16])[C:7]1=2)[CH3:2]. The catalyst class is: 99. (6) Reactant: ClCC1NC2C(C)=CC=CC=2N=1.C(OC(N(CC1C=CC=CN=1)CC1C=CC(CNC2C3N=CC=CC=3CCC2)=CC=1)=O)(C)(C)C.C(N(C(C)C)CC)(C)C.C(OC([N:63]([CH2:94][C:95]1[CH:100]=[CH:99][CH:98]=[CH:97][N:96]=1)[CH2:64][C:65]1[CH:70]=[CH:69][C:68]([CH2:71][N:72]([CH2:83][C:84]2[NH:85][C:86]3[C:92]([CH3:93])=[CH:91][CH:90]=[CH:89][C:87]=3[N:88]=2)[CH:73]2[C:82]3[N:81]=[CH:80][CH:79]=[CH:78][C:77]=3[CH2:76][CH2:75][CH2:74]2)=[CH:67][CH:66]=1)=O)(C)(C)C. Product: [N:96]1[CH:97]=[CH:98][CH:99]=[CH:100][C:95]=1[CH2:94][NH:63][CH2:64][C:65]1[CH:70]=[CH:69][C:68]([CH2:71][N:72]([CH2:83][C:84]2[NH:85][C:86]3[C:92]([CH3:93])=[CH:91][CH:90]=[CH:89][C:87]=3[N:88]=2)[CH:73]2[C:82]3[N:81]=[CH:80][CH:79]=[CH:78][C:77]=3[CH2:76][CH2:75][CH2:74]2)=[CH:67][CH:66]=1. The catalyst class is: 3. (7) Reactant: [C:1]1(=O)[CH2:4][CH2:3][CH2:2]1.[NH2:6][CH:7]1[CH2:10][N:9]([C:11]([C:13]2[CH:14]=[C:15]([CH:28]=[CH:29][C:30]=2[F:31])[CH2:16][C:17]2[C:26]3[C:21](=[CH:22][CH:23]=[CH:24][CH:25]=3)[C:20](=[O:27])[NH:19][N:18]=2)=[O:12])[CH2:8]1.C(O)(=O)C.C(O[BH-](OC(=O)C)OC(=O)C)(=O)C. Product: [CH:1]1([NH:6][CH:7]2[CH2:8][N:9]([C:11]([C:13]3[CH:14]=[C:15]([CH:28]=[CH:29][C:30]=3[F:31])[CH2:16][C:17]3[C:26]4[C:21](=[CH:22][CH:23]=[CH:24][CH:25]=4)[C:20](=[O:27])[NH:19][N:18]=3)=[O:12])[CH2:10]2)[CH2:4][CH2:3][CH2:2]1. The catalyst class is: 26. (8) Reactant: [CH:1]1[C:6](=[O:7])[C:5]([OH:8])=[CH:4][O:3][C:2]=1[CH2:9][OH:10].C(=O)([O-])[O-].[K+].[K+].[I-].[K+].Br[CH2:20][CH2:21][CH3:22]. Product: [OH:10][CH2:9][C:2]1[O:3][CH:4]=[C:5]([O:8][CH2:20][CH2:21][CH3:22])[C:6](=[O:7])[CH:1]=1. The catalyst class is: 9. (9) The catalyst class is: 7. Reactant: [F:1][C:2]1[CH:7]=[CH:6][C:5]([C:8]([NH:10][CH:11]([CH2:16][OH:17])[C:12]([O:14][CH3:15])=[O:13])=O)=[CH:4][CH:3]=1.C1(P(C2C=CC=CC=2)C2C=CC=CC=2)C=CC=CC=1.CC(OC(/N=N/C(OC(C)C)=O)=O)C. Product: [F:1][C:2]1[CH:3]=[CH:4][C:5]([C:8]2[O:17][CH2:16][CH:11]([C:12]([O:14][CH3:15])=[O:13])[N:10]=2)=[CH:6][CH:7]=1.